This data is from Catalyst prediction with 721,799 reactions and 888 catalyst types from USPTO. The task is: Predict which catalyst facilitates the given reaction. Reactant: N([O-])=O.[Na+].N[C:6]1[N:10]=[C:9]([CH:11]2[CH2:16][CH:15]([C:17]3[CH:22]=[CH:21][C:20]([CH2:23][CH3:24])=[CH:19][CH:18]=3)[CH2:14][N:13]([C:25]([N:27]3[CH2:32][CH2:31][CH:30]([OH:33])[CH2:29][CH2:28]3)=[O:26])[CH2:12]2)[O:8][N:7]=1.[ClH:34]. Product: [Cl:34][C:6]1[N:10]=[C:9]([CH:11]2[CH2:16][CH:15]([C:17]3[CH:22]=[CH:21][C:20]([CH2:23][CH3:24])=[CH:19][CH:18]=3)[CH2:14][N:13]([C:25]([N:27]3[CH2:32][CH2:31][CH:30]([OH:33])[CH2:29][CH2:28]3)=[O:26])[CH2:12]2)[O:8][N:7]=1. The catalyst class is: 6.